From a dataset of Forward reaction prediction with 1.9M reactions from USPTO patents (1976-2016). Predict the product of the given reaction. (1) Given the reactants [C:1]([C:5]1[CH:14]=[C:13]2[C:8]([C:9]([C:17]3[CH:22]=[CH:21][CH:20]=[C:19]([NH:23][C:24](=[O:27])[CH2:25]Br)[CH:18]=3)=[N:10][C:11]([S:15][CH3:16])=[N:12]2)=[C:7]([NH2:28])[C:6]=1[C:29]([NH2:31])=[O:30])([CH3:4])([CH3:3])[CH3:2].[NH:32]1[CH2:37][CH2:36][O:35][CH2:34][CH2:33]1.O.Cl, predict the reaction product. The product is: [C:1]([C:5]1[CH:14]=[C:13]2[C:8]([C:9]([C:17]3[CH:22]=[CH:21][CH:20]=[C:19]([NH:23][C:24](=[O:27])[CH2:25][N:32]4[CH2:37][CH2:36][O:35][CH2:34][CH2:33]4)[CH:18]=3)=[N:10][C:11]([S:15][CH3:16])=[N:12]2)=[C:7]([NH2:28])[C:6]=1[C:29]([NH2:31])=[O:30])([CH3:4])([CH3:3])[CH3:2]. (2) Given the reactants [ClH:1].O1CCOCC1.[OH:8][C@@H:9]1[CH2:13][CH2:12][N:11](C(OC(C)(C)C)=O)[C@@H:10]1[CH2:21][OH:22], predict the reaction product. The product is: [ClH:1].[OH:22][CH2:21][C@@H:10]1[C@H:9]([OH:8])[CH2:13][CH2:12][NH:11]1. (3) Given the reactants [Si:1]([O:8][C:9]1[CH:10]=[C:11]2[C:15](=[CH:16][CH:17]=1)[NH:14][N:13]=[CH:12]2)([C:4]([CH3:7])([CH3:6])[CH3:5])([CH3:3])[CH3:2].C1C(=O)N([I:25])C(=O)C1, predict the reaction product. The product is: [Si:1]([O:8][C:9]1[CH:10]=[C:11]2[C:15](=[CH:16][CH:17]=1)[NH:14][N:13]=[C:12]2[I:25])([C:4]([CH3:7])([CH3:5])[CH3:6])([CH3:3])[CH3:2].